From a dataset of Full USPTO retrosynthesis dataset with 1.9M reactions from patents (1976-2016). Predict the reactants needed to synthesize the given product. The reactants are: [F:1][C:2]1[CH:7]=[CH:6][C:5]([C:8]2[N:9]([CH:18]([CH3:20])[CH3:19])[N:10]=[C:11]3[C:17]=2[CH2:16][CH2:15][NH:14][CH2:13][CH2:12]3)=[CH:4][CH:3]=1.[CH:21](=O)[C:22]1[CH:27]=[CH:26][CH:25]=[CH:24][CH:23]=1. Given the product [CH2:21]([N:14]1[CH2:13][CH2:12][C:11]2[C:17](=[C:8]([C:5]3[CH:6]=[CH:7][C:2]([F:1])=[CH:3][CH:4]=3)[N:9]([CH:18]([CH3:20])[CH3:19])[N:10]=2)[CH2:16][CH2:15]1)[C:22]1[CH:27]=[CH:26][CH:25]=[CH:24][CH:23]=1, predict the reactants needed to synthesize it.